From a dataset of CYP2C9 inhibition data for predicting drug metabolism from PubChem BioAssay. Regression/Classification. Given a drug SMILES string, predict its absorption, distribution, metabolism, or excretion properties. Task type varies by dataset: regression for continuous measurements (e.g., permeability, clearance, half-life) or binary classification for categorical outcomes (e.g., BBB penetration, CYP inhibition). Dataset: cyp2c9_veith. (1) The compound is CCc1c2c(nc3ccc(OC)cc13)COC2. The result is 0 (non-inhibitor). (2) The drug is C[C@]12CC[C@H]3c4ccc(O)cc4CC[C@@H]3[C@H]1CC[C@@H]2OP(=O)(O)O. The result is 0 (non-inhibitor). (3) The molecule is COc1ccccc1-c1ccc2ncnc(N(C)Cc3ccco3)c2c1. The result is 0 (non-inhibitor). (4) The molecule is COc1ncc2nc(-c3ccc(F)cc3)c(=O)n(-c3ccccc3)c2n1. The result is 0 (non-inhibitor).